This data is from Reaction yield outcomes from USPTO patents with 853,638 reactions. The task is: Predict the reaction yield, written as a fraction of the theoretical maximum amount of product (1.0 means a 100% yield; for example, 0.34 means a 34% yield). The reactants are [CH3:1][O:2][C:3]1[CH:4]=[C:5]2[C:9](=[CH:10][CH:11]=1)[N:8]([C:12]1[CH:17]=[CH:16][C:15]([O:18][CH3:19])=[CH:14][CH:13]=1)[CH:7]=[CH:6]2.[Al](Cl)(CC)CC.[C:26](Cl)(=[O:28])[CH3:27]. The catalyst is C(Cl)Cl. The product is [CH3:1][O:2][C:3]1[CH:4]=[C:5]2[C:9](=[CH:10][CH:11]=1)[N:8]([C:12]1[CH:17]=[CH:16][C:15]([O:18][CH3:19])=[CH:14][CH:13]=1)[CH:7]=[C:6]2[C:26](=[O:28])[CH3:27]. The yield is 0.710.